Dataset: Forward reaction prediction with 1.9M reactions from USPTO patents (1976-2016). Task: Predict the product of the given reaction. (1) Given the reactants CSC.B(F)(F)F.CCOCC.C([O:20][C:21]1[CH:26]=[CH:25][C:24]([C:27]2[N:31]([C:32]3[CH:37]=[CH:36][C:35]([Cl:38])=[CH:34][C:33]=3[Cl:39])[N:30]=[C:29]([C:40]([NH:42][C:43]3[CH:48]=[CH:47][C:46]([F:49])=[C:45]([F:50])[C:44]=3[OH:51])=[O:41])[C:28]=2[CH3:52])=[CH:23][CH:22]=1)C1C=CC=CC=1.O, predict the reaction product. The product is: [Cl:39][C:33]1[CH:34]=[C:35]([Cl:38])[CH:36]=[CH:37][C:32]=1[N:31]1[C:27]([C:24]2[CH:23]=[CH:22][C:21]([OH:20])=[CH:26][CH:25]=2)=[C:28]([CH3:52])[C:29]([C:40]([NH:42][C:43]2[CH:48]=[CH:47][C:46]([F:49])=[C:45]([F:50])[C:44]=2[OH:51])=[O:41])=[N:30]1. (2) Given the reactants [CH3:1][NH:2][NH2:3].[C:4]([O:12]C)(=O)/[CH:5]=[CH:6]/[C:7]([O:9][CH3:10])=[O:8], predict the reaction product. The product is: [OH:12][C:4]1[CH2:5][CH:6]([C:7]([O:9][CH3:10])=[O:8])[N:2]([CH3:1])[N:3]=1. (3) The product is: [F:21][C:19]1([F:22])[O:18][C:17]2[CH:23]=[CH:24][C:14]([C:11]3([C:9]([NH:8][C:6]4[N:7]=[C:2]([C:32]5[CH:31]=[N:30][C:29]([O:28][CH3:27])=[CH:34][C:33]=5[CH3:35])[C:3]([CH3:26])=[C:4]([CH3:25])[CH:5]=4)=[O:10])[CH2:13][CH2:12]3)=[CH:15][C:16]=2[O:20]1. Given the reactants Cl[C:2]1[N:7]=[C:6]([NH:8][C:9]([C:11]2([C:14]3[CH:24]=[CH:23][C:17]4[O:18][C:19]([F:22])([F:21])[O:20][C:16]=4[CH:15]=3)[CH2:13][CH2:12]2)=[O:10])[CH:5]=[C:4]([CH3:25])[C:3]=1[CH3:26].[CH3:27][O:28][C:29]1[CH:34]=[C:33]([CH3:35])[C:32](B(O)O)=[CH:31][N:30]=1.C([O-])([O-])=O.[Na+].[Na+], predict the reaction product. (4) Given the reactants [H-].[Na+].[Cl:3][C:4]1[CH:5]=[C:6]([C@H:10]([OH:25])[C:11]([C:18]2[CH:23]=[CH:22][C:21]([Cl:24])=[CH:20][CH:19]=2)([NH:13][CH2:14][CH:15]2[CH2:17][CH2:16]2)[CH3:12])[CH:7]=[CH:8][CH:9]=1.Br[CH2:27][C:28]([O:30]C)=[O:29].C1C[O:35][CH2:34][CH2:33]1, predict the reaction product. The product is: [Cl:3][C:4]1[CH:5]=[C:6]([C@H:10]2[C@:11]([C:18]3[CH:19]=[CH:20][C:21]([Cl:24])=[CH:22][CH:23]=3)([CH3:12])[N:13]([CH2:14][CH:15]3[CH2:17][CH2:16]3)[C:34](=[O:35])[C@H:33]([CH2:27][C:28]([OH:30])=[O:29])[O:25]2)[CH:7]=[CH:8][CH:9]=1. (5) Given the reactants C(=O)([O-])[O-].[K+].[K+].Br[C:8]1[C:12]2=[N:13][CH:14]=[CH:15][CH:16]=[C:11]2[NH:10][C:9]=1[C:17]([O:19][CH2:20][CH3:21])=[O:18].[N+:22]([C:25]1[CH:30]=[CH:29][C:28](B(O)O)=[CH:27][CH:26]=1)([O-:24])=[O:23], predict the reaction product. The product is: [N+:22]([C:25]1[CH:30]=[CH:29][C:28]([C:8]2[C:12]3=[N:13][CH:14]=[CH:15][CH:16]=[C:11]3[NH:10][C:9]=2[C:17]([O:19][CH2:20][CH3:21])=[O:18])=[CH:27][CH:26]=1)([O-:24])=[O:23].